Dataset: Full USPTO retrosynthesis dataset with 1.9M reactions from patents (1976-2016). Task: Predict the reactants needed to synthesize the given product. (1) Given the product [F:17][C:18]([F:29])([F:28])[C:19]1[CH:24]=[CH:23][C:22]([C:2]2[CH:7]=[CH:6][C:5]([C:8]3([CH2:13][NH:14][CH:15]=[O:16])[CH2:12][CH2:11][CH2:10][CH2:9]3)=[CH:4][CH:3]=2)=[CH:21][CH:20]=1, predict the reactants needed to synthesize it. The reactants are: Br[C:2]1[CH:7]=[CH:6][C:5]([C:8]2([CH2:13][NH:14][CH:15]=[O:16])[CH2:12][CH2:11][CH2:10][CH2:9]2)=[CH:4][CH:3]=1.[F:17][C:18]([F:29])([F:28])[C:19]1[CH:24]=[CH:23][C:22](B(O)O)=[CH:21][CH:20]=1. (2) Given the product [Br:16][C:13]1[CH:14]=[CH:15][N:11]([S:1]([C:4]2[CH:5]=[CH:6][C:7]([CH3:8])=[CH:9][CH:10]=2)(=[O:2])=[O:3])[CH:12]=1, predict the reactants needed to synthesize it. The reactants are: [S:1]([N:11]1[CH:15]=[CH:14][CH:13]=[CH:12]1)([C:4]1[CH:10]=[CH:9][C:7]([CH3:8])=[CH:6][CH:5]=1)(=[O:3])=[O:2].[Br:16]Br. (3) Given the product [CH2:1]([O:12][C:13]1[CH:14]=[C:15]([CH:18]=[C:19]([O:21][CH2:22][CH2:23][CH2:24][CH2:25][CH2:26][CH2:27][CH2:28][CH2:29][CH2:30][CH2:31][CH3:32])[CH:20]=1)[CH2:16][N:33]=[N+:34]=[N-:35])[CH2:2][CH2:3][CH2:4][CH2:5][CH2:6][CH2:7][CH2:8][CH2:9][CH2:10][CH3:11], predict the reactants needed to synthesize it. The reactants are: [CH2:1]([O:12][C:13]1[CH:14]=[C:15]([CH:18]=[C:19]([O:21][CH2:22][CH2:23][CH2:24][CH2:25][CH2:26][CH2:27][CH2:28][CH2:29][CH2:30][CH2:31][CH3:32])[CH:20]=1)[CH2:16]Cl)[CH2:2][CH2:3][CH2:4][CH2:5][CH2:6][CH2:7][CH2:8][CH2:9][CH2:10][CH3:11].[N-:33]=[N+:34]=[N-:35].[Na+]. (4) Given the product [C:25]1([N:1]2[C:10]3[C:5](=[CH:6][CH:7]=[CH:8][CH:9]=3)[CH2:4][CH:3]([NH:11][C:12](=[O:18])[O:13][C:14]([CH3:15])([CH3:17])[CH3:16])[CH2:2]2)[CH:30]=[CH:29][CH:28]=[CH:27][CH:26]=1, predict the reactants needed to synthesize it. The reactants are: [NH:1]1[C:10]2[C:5](=[CH:6][CH:7]=[CH:8][CH:9]=2)[CH2:4][CH:3]([NH:11][C:12](=[O:18])[O:13][C:14]([CH3:17])([CH3:16])[CH3:15])[CH2:2]1.FC(F)(F)S(O[C:25]1[CH:30]=[CH:29][CH:28]=[CH:27][C:26]=1[Si](C)(C)C)(=O)=O.[F-].[Cs+].C(OCC)(=O)C. (5) Given the product [O:20]1[C:25]2[CH:26]=[CH:27][CH:28]=[C:29]([N:30]3[CH2:35][CH2:34][N:33]([CH2:2][CH2:3][CH2:4][CH2:5][C:6]4([CH2:16][CH:17]([CH3:19])[CH3:18])[C:14]5[C:9](=[CH:10][CH:11]=[CH:12][CH:13]=5)[NH:8][C:7]4=[O:15])[CH2:32][CH2:31]3)[C:24]=2[O:23][CH2:22][CH2:21]1, predict the reactants needed to synthesize it. The reactants are: Cl[CH2:2][CH2:3][CH2:4][CH2:5][C:6]1([CH2:16][CH:17]([CH3:19])[CH3:18])[C:14]2[C:9](=[CH:10][CH:11]=[CH:12][CH:13]=2)[NH:8][C:7]1=[O:15].[O:20]1[C:25]2[CH:26]=[CH:27][CH:28]=[C:29]([N:30]3[CH2:35][CH2:34][NH:33][CH2:32][CH2:31]3)[C:24]=2[O:23][CH2:22][CH2:21]1. (6) Given the product [C:1]([O:5][C:6](=[O:19])[NH:7][C:8]1[CH:13]=[C:12]([N:14]([CH3:16])[CH3:15])[C:11]([Cl:17])=[CH:10][C:9]=1[NH:18][C:23](=[O:22])[CH2:24][C:25]([C:27]1[CH:32]=[CH:31][CH:30]=[C:29]([C:33]#[N:34])[CH:28]=1)=[O:26])([CH3:4])([CH3:2])[CH3:3], predict the reactants needed to synthesize it. The reactants are: [C:1]([O:5][C:6](=[O:19])[NH:7][C:8]1[CH:13]=[C:12]([N:14]([CH3:16])[CH3:15])[C:11]([Cl:17])=[CH:10][C:9]=1[NH2:18])([CH3:4])([CH3:3])[CH3:2].C([O:22][C:23](=O)[CH2:24][C:25]([C:27]1[CH:32]=[CH:31][CH:30]=[C:29]([C:33]#[N:34])[CH:28]=1)=[O:26])C. (7) Given the product [CH3:27][C:28]1([CH2:33][C:34]2([CH2:39][CH2:40][C:41]3[CH:42]=[CH:43][C:44]([NH:47][C:1]([CH2:4][CH2:5][O:6][CH2:7][CH2:8][O:9][CH2:10][CH2:11][O:12][CH2:13][CH2:14][O:15][CH2:16][CH2:17][O:18][CH2:19][CH2:20][O:21][CH2:22][CH2:23][C:24]([OH:26])=[O:25])=[O:3])=[CH:45][CH:46]=3)[O:35][CH2:36][CH2:37][O:38]2)[O:32][CH2:31][CH2:30][O:29]1, predict the reactants needed to synthesize it. The reactants are: [C:1]([CH2:4][CH2:5][O:6][CH2:7][CH2:8][O:9][CH2:10][CH2:11][O:12][CH2:13][CH2:14][O:15][CH2:16][CH2:17][O:18][CH2:19][CH2:20][O:21][CH2:22][CH2:23][C:24]([OH:26])=[O:25])([OH:3])=O.[CH3:27][C:28]1([CH2:33][C:34]2([CH2:39][CH2:40][C:41]3[CH:46]=[CH:45][C:44]([NH2:47])=[CH:43][CH:42]=3)[O:38][CH2:37][CH2:36][O:35]2)[O:32][CH2:31][CH2:30][O:29]1.CCN=C=NCCCN(C)C.